Predict the reactants needed to synthesize the given product. From a dataset of Full USPTO retrosynthesis dataset with 1.9M reactions from patents (1976-2016). (1) Given the product [OH:35][NH:34][C:20]([C:18]1[CH:17]=[CH:16][C:14]2[CH2:15][N:9]([C:7]([CH:4]3[CH2:3][CH2:2][O:1][CH2:6][CH2:5]3)=[O:8])[C@@H:10]([C:24]3[CH:29]=[CH:28][C:27]([C:30]([F:33])([F:31])[F:32])=[CH:26][CH:25]=3)[CH2:11][O:12][C:13]=2[CH:19]=1)=[O:21], predict the reactants needed to synthesize it. The reactants are: [O:1]1[CH2:6][CH2:5][CH:4]([C:7]([N:9]2[CH2:15][C:14]3[CH:16]=[CH:17][C:18]([C:20](OC)=[O:21])=[CH:19][C:13]=3[O:12][CH2:11][C@@H:10]2[C:24]2[CH:29]=[CH:28][C:27]([C:30]([F:33])([F:32])[F:31])=[CH:26][CH:25]=2)=[O:8])[CH2:3][CH2:2]1.[NH2:34][OH:35].[OH-].[Na+]. (2) Given the product [C:48]([O:52][C:53](=[O:54])[N:55]([C@@H:56]([CH3:57])[C:58]([NH:10][C@@H:11]([CH:39]1[CH2:44][CH2:43][C:42]([F:46])([F:45])[CH2:41][CH2:40]1)[C:12]([N:14]1[C@H:19]([C:20](=[O:32])[NH:21][C@H:22]2[C:31]3[C:26](=[CH:27][CH:28]=[CH:29][CH:30]=3)[O:25][CH2:24][CH2:23]2)[CH2:18][N:17]2[CH2:33][C@@H:34]([O:36][CH2:37][CH3:38])[CH2:35][C@@H:16]2[CH2:15]1)=[O:13])=[O:60])[CH3:61])([CH3:49])([CH3:50])[CH3:51], predict the reactants needed to synthesize it. The reactants are: C(OC(=O)[NH:10][C@@H:11]([CH:39]1[CH2:44][CH2:43][C:42]([F:46])([F:45])[CH2:41][CH2:40]1)[C:12]([N:14]1[C@H:19]([C:20](=[O:32])[NH:21][C@H:22]2[C:31]3[C:26](=[CH:27][CH:28]=[CH:29][CH:30]=3)[O:25][CH2:24][CH2:23]2)[CH2:18][N:17]2[CH2:33][C@@H:34]([O:36][CH2:37][CH3:38])[CH2:35][C@@H:16]2[CH2:15]1)=[O:13])C1C=CC=CC=1.[C:48]([O:52][C:53]([N:55]([CH3:61])[C@H:56]([C:58]([OH:60])=O)[CH3:57])=[O:54])([CH3:51])([CH3:50])[CH3:49].Cl.C(N=C=NCCCN(C)C)C.ON1C2C=CC=CC=2N=N1.C(N(CC)C(C)C)(C)C. (3) Given the product [ClH:23].[NH:8]1[CH2:11][CH:10]([C:12]2[N:16]=[C:15]([C:17]3[CH:22]=[CH:21][CH:20]=[CH:19][N:18]=3)[NH:14][N:13]=2)[CH2:9]1, predict the reactants needed to synthesize it. The reactants are: C(OC([N:8]1[CH2:11][CH:10]([C:12]2[N:16]=[C:15]([C:17]3[CH:22]=[CH:21][CH:20]=[CH:19][N:18]=3)[NH:14][N:13]=2)[CH2:9]1)=O)(C)(C)C.[ClH:23]. (4) Given the product [Cl:11][C:12]1[CH:13]=[C:14]([C@@H:18]2[C@@H:23]([C:24]3[CH:29]=[CH:28][C:27]([Cl:30])=[CH:26][CH:25]=3)[N:22]([C@@H:31]([CH2:34][CH3:35])[CH:32]=[O:33])[C:21](=[O:36])[C@:20]([CH2:38][C:39]([OH:41])=[O:40])([CH3:37])[CH2:19]2)[CH:15]=[CH:16][CH:17]=1, predict the reactants needed to synthesize it. The reactants are: C(Cl)(=O)C(Cl)=O.CS(C)=O.[Cl:11][C:12]1[CH:13]=[C:14]([C@@H:18]2[C@@H:23]([C:24]3[CH:29]=[CH:28][C:27]([Cl:30])=[CH:26][CH:25]=3)[N:22]([C@@H:31]([CH2:34][CH3:35])[CH2:32][OH:33])[C:21](=[O:36])[C@:20]([CH2:38][C:39]([OH:41])=[O:40])([CH3:37])[CH2:19]2)[CH:15]=[CH:16][CH:17]=1.C(N(CC)CC)C. (5) Given the product [CH3:17][N:3]1[CH2:2][CH2:1][C:7]2=[CH:8][C:9]3[CH:10]=[CH:11][CH:12]=[CH:13][C:14]=3[N:6]2[CH2:5][CH2:4]1, predict the reactants needed to synthesize it. The reactants are: [CH2:1]1[C:7]2=[CH:8][C:9]3[CH:10]=[CH:11][CH:12]=[CH:13][C:14]=3[N:6]2[CH2:5][CH2:4][NH:3][CH2:2]1.C=O.[C:17]([BH3-])#N.[Na+]. (6) Given the product [NH:31]1[C:30]2[CH:34]=[CH:35][C:27]([C:2]#[C:1][C:3]3[N:7]4[N:8]=[C:9]([C:12]5[CH:13]=[CH:14][C:15]([C:18]([N:20]6[CH2:21][CH2:22][O:23][CH2:24][CH2:25]6)=[O:19])=[CH:16][CH:17]=5)[CH:10]=[CH:11][C:6]4=[N:5][CH:4]=3)=[CH:28][C:29]=2[N:33]=[CH:32]1, predict the reactants needed to synthesize it. The reactants are: [C:1]([C:3]1[N:7]2[N:8]=[C:9]([C:12]3[CH:17]=[CH:16][C:15]([C:18]([N:20]4[CH2:25][CH2:24][O:23][CH2:22][CH2:21]4)=[O:19])=[CH:14][CH:13]=3)[CH:10]=[CH:11][C:6]2=[N:5][CH:4]=1)#[CH:2].I[C:27]1[CH:35]=[CH:34][C:30]2[NH:31][CH:32]=[N:33][C:29]=2[CH:28]=1. (7) Given the product [CH3:1][C:2]1[CH2:7][CH2:8][C:9]2=[N:11][C:12]3[CH:13]=[N:14][C:15]4[C:20]([C:21]=3[N:22]2[N:23]=1)=[CH:19][CH:18]=[CH:17][CH:16]=4, predict the reactants needed to synthesize it. The reactants are: [CH3:1][C:2]1([CH2:7][CH2:8][C:9]([NH:11][C:12]2[CH:13]=[N:14][C:15]3[C:20]([C:21]=2[NH:22][NH:23]C(OC(C)(C)C)=O)=[CH:19][CH:18]=[CH:17][CH:16]=3)=O)OCCO1.C1(C)C=CC(S([O-])(=O)=O)=CC=1.[NH+]1C=CC=CC=1.Cl.[OH-].[Na+]. (8) Given the product [CH3:1][O:2][CH2:3][C:4]1([NH2:13])[CH2:12][C:11]2[C:6](=[CH:7][CH:8]=[CH:9][CH:10]=2)[CH2:5]1, predict the reactants needed to synthesize it. The reactants are: [CH3:1][O:2][CH2:3][C:4]1([N:13]2C(=O)C3C(=CC=CC=3)C2=O)[CH2:12][C:11]2[C:6](=[CH:7][CH:8]=[CH:9][CH:10]=2)[CH2:5]1.O.NN. (9) Given the product [CH:26]([C@:7]1([C:10]([N:12]2[CH2:17][C:16]3[CH:18]=[C:19]([C:22]([F:24])([F:25])[F:23])[CH:20]=[CH:21][C:15]=3[O:14][CH2:13]2)=[O:11])[CH2:8][CH2:9][CH:5]([OH:4])[CH2:6]1)([CH3:28])[CH3:27], predict the reactants needed to synthesize it. The reactants are: C([O:4][CH:5]1[CH2:9][CH2:8][C@:7]([CH:26]([CH3:28])[CH3:27])([C:10]([N:12]2[CH2:17][C:16]3[CH:18]=[C:19]([C:22]([F:25])([F:24])[F:23])[CH:20]=[CH:21][C:15]=3[O:14][CH2:13]2)=[O:11])[CH2:6]1)(=O)C.O[Li].O.